This data is from Forward reaction prediction with 1.9M reactions from USPTO patents (1976-2016). The task is: Predict the product of the given reaction. Given the reactants [C:1]1([Mg]Br)[CH:6]=[CH:5][CH:4]=[CH:3][CH:2]=1.[CH2:9]([N:16]1[CH2:25][CH2:24][C:23]2[C:18](=[CH:19][CH:20]=[CH:21][CH:22]=2)[CH:17]1[C:26]1[CH:31]=[CH:30][CH:29]=[CH:28][CH:27]=1)[C:10]1[CH:15]=[CH:14][CH:13]=[CH:12][CH:11]=1.[Cl-].[NH4+], predict the reaction product. The product is: [CH2:9]([N:16]1[CH2:25][CH2:24][C:23]2[C:18](=[CH:19][CH:20]=[CH:21][CH:22]=2)[C:17]1([C:1]1[CH:6]=[CH:5][CH:4]=[CH:3][CH:2]=1)[C:26]1[CH:31]=[CH:30][CH:29]=[CH:28][CH:27]=1)[C:10]1[CH:11]=[CH:12][CH:13]=[CH:14][CH:15]=1.